This data is from Full USPTO retrosynthesis dataset with 1.9M reactions from patents (1976-2016). The task is: Predict the reactants needed to synthesize the given product. (1) Given the product [C:1]([O:5][C:6]([N:8]1[CH2:12][C@@H:11]([CH2:13][N:14]([CH3:15])[C:44](=[O:45])[CH2:43][C:37]2[CH:42]=[CH:41][CH:40]=[CH:39][CH:38]=2)[C@H:10]([CH2:16][N:17]([C:21](=[O:36])[C:22]2[CH:27]=[CH:26][C:25]([CH2:28][CH3:29])=[C:24]([O:30][CH2:31][CH2:32][CH2:33][O:34][CH3:35])[CH:23]=2)[CH:18]([CH3:19])[CH3:20])[CH2:9]1)=[O:7])([CH3:4])([CH3:2])[CH3:3], predict the reactants needed to synthesize it. The reactants are: [C:1]([O:5][C:6]([N:8]1[CH2:12][C@@H:11]([CH2:13][NH:14][CH3:15])[C@H:10]([CH2:16][N:17]([C:21](=[O:36])[C:22]2[CH:27]=[CH:26][C:25]([CH2:28][CH3:29])=[C:24]([O:30][CH2:31][CH2:32][CH2:33][O:34][CH3:35])[CH:23]=2)[CH:18]([CH3:20])[CH3:19])[CH2:9]1)=[O:7])([CH3:4])([CH3:3])[CH3:2].[C:37]1([CH2:43][C:44](Cl)=[O:45])[CH:42]=[CH:41][CH:40]=[CH:39][CH:38]=1.C(N(CC)CC)C. (2) Given the product [NH3:2].[C:25]([C:20]1[CH:21]=[CH:22][CH:23]=[CH:24][C:19]=1[C:15]1[CH:16]=[CH:17][CH:18]=[C:13]([C:10]2[N:7]3[CH:8]=[CH:9][C:4]([C:3]#[N:2])=[CH:5][C:6]3=[N:12][CH:11]=2)[CH:14]=1)#[N:26], predict the reactants needed to synthesize it. The reactants are: O[N:2]=[CH:3][C:4]1[CH:9]=[CH:8][N:7]2[C:10]([C:13]3[CH:14]=[C:15]([C:19]4[C:20]([C:25]#[N:26])=[CH:21][CH:22]=[CH:23][CH:24]=4)[CH:16]=[CH:17][CH:18]=3)=[CH:11][N:12]=[C:6]2[CH:5]=1.C(N(CC)CC)C.C(N1C=CN=C1)(N1C=CN=C1)=O.